Dataset: Full USPTO retrosynthesis dataset with 1.9M reactions from patents (1976-2016). Task: Predict the reactants needed to synthesize the given product. Given the product [F:43][C:32]1[CH:33]=[N:34][C:35]2[C:40]([C:31]=1[CH:14]([CH:11]1[CH2:12][CH2:13][N:8]([C:6]([O:5][C:1]([CH3:2])([CH3:4])[CH3:3])=[O:7])[CH2:9][CH:10]1[C:17]([O:19][CH3:20])=[O:18])[CH2:15][CH3:16])=[CH:39][C:38]([O:41][CH3:42])=[CH:37][CH:36]=2, predict the reactants needed to synthesize it. The reactants are: [C:1]([O:5][C:6]([N:8]1[CH2:13][CH2:12][CH:11]([CH2:14][CH:15]=[CH2:16])[CH:10]([C:17]([O:19][CH3:20])=[O:18])[CH2:9]1)=[O:7])([CH3:4])([CH3:3])[CH3:2].C12BC(CCC1)CCC2.I[C:31]1[C:40]2[C:35](=[CH:36][CH:37]=[C:38]([O:41][CH3:42])[CH:39]=2)[N:34]=[CH:33][C:32]=1[F:43].P([O-])([O-])([O-])=O.[K+].[K+].[K+].